Dataset: Full USPTO retrosynthesis dataset with 1.9M reactions from patents (1976-2016). Task: Predict the reactants needed to synthesize the given product. The reactants are: [O:1]1[CH2:6][CH2:5][CH2:4][CH2:3][CH:2]1[C:7]([OH:9])=O.CN(C(ON1N=NC2C=CC=NC1=2)=[N+](C)C)C.F[P-](F)(F)(F)(F)F.CCN(C(C)C)C(C)C.Cl.[CH2:44]([O:51][C:52](=[O:71])[NH:53][CH2:54][CH2:55][CH2:56][CH2:57][C@H:58]([NH2:70])[C:59]([C:61]1[S:62][C:63]2[CH:69]=[CH:68][CH:67]=[CH:66][C:64]=2[N:65]=1)=[O:60])[C:45]1[CH:50]=[CH:49][CH:48]=[CH:47][CH:46]=1. Given the product [CH2:44]([O:51][C:52](=[O:71])[NH:53][CH2:54][CH2:55][CH2:56][CH2:57][C@H:58]([NH:70][C:7]([CH:2]1[CH2:3][CH2:4][CH2:5][CH2:6][O:1]1)=[O:9])[C:59]([C:61]1[S:62][C:63]2[CH:69]=[CH:68][CH:67]=[CH:66][C:64]=2[N:65]=1)=[O:60])[C:45]1[CH:50]=[CH:49][CH:48]=[CH:47][CH:46]=1, predict the reactants needed to synthesize it.